This data is from Full USPTO retrosynthesis dataset with 1.9M reactions from patents (1976-2016). The task is: Predict the reactants needed to synthesize the given product. (1) Given the product [Cl:21][C:22]1[C:23]([C:30]#[C:31][C:5]2[CH:6]=[CH:7][C:2]([F:1])=[C:3]([C@:9]3([CH3:20])[CH2:14][C@@H:13]([C:15]([F:18])([F:17])[F:16])[O:12][C:11]([NH2:19])=[N:10]3)[CH:4]=2)=[N:24][N:25]([CH:27]([F:29])[F:28])[CH:26]=1, predict the reactants needed to synthesize it. The reactants are: [F:1][C:2]1[CH:7]=[CH:6][C:5](I)=[CH:4][C:3]=1[C@:9]1([CH3:20])[CH2:14][C@@H:13]([C:15]([F:18])([F:17])[F:16])[O:12][C:11]([NH2:19])=[N:10]1.[Cl:21][C:22]1[C:23]([C:30]#[CH:31])=[N:24][N:25]([CH:27]([F:29])[F:28])[CH:26]=1. (2) Given the product [F:33][C:26]1[CH:27]=[C:28]([S:31][CH3:32])[CH:29]=[CH:30][C:25]=1[B:10]1[O:11][C:12]([CH3:17])([CH3:18])[C:13]([CH3:15])([CH3:16])[O:14]1, predict the reactants needed to synthesize it. The reactants are: [B:10]1([B:10]2[O:14][C:13]([CH3:16])([CH3:15])[C:12]([CH3:18])([CH3:17])[O:11]2)[O:14][C:13]([CH3:16])([CH3:15])[C:12]([CH3:18])([CH3:17])[O:11]1.CC([O-])=O.[K+].Br[C:25]1[CH:30]=[CH:29][C:28]([S:31][CH3:32])=[CH:27][C:26]=1[F:33]. (3) Given the product [CH:33]1([NH:32][C:30](=[O:31])[C:29]2[CH:36]=[CH:37][C:26]([NH:25][C:3]3[N:4]=[CH:5][C:6]4[N:12]([CH3:13])[C:11](=[O:14])[C:10]5([CH2:15][CH2:16]5)[CH2:9][N:8]([C@@H:17]5[CH2:21][CH2:20][C:19]([F:22])([F:23])[CH2:18]5)[C:7]=4[N:24]=3)=[C:27]([O:38][CH3:39])[CH:28]=2)[CH2:34][CH2:35]1, predict the reactants needed to synthesize it. The reactants are: Cl.Cl[C:3]1[N:4]=[CH:5][C:6]2[N:12]([CH3:13])[C:11](=[O:14])[C:10]3([CH2:16][CH2:15]3)[CH2:9][N:8]([C@@H:17]3[CH2:21][CH2:20][C:19]([F:23])([F:22])[CH2:18]3)[C:7]=2[N:24]=1.[NH2:25][C:26]1[CH:37]=[CH:36][C:29]([C:30]([NH:32][CH:33]2[CH2:35][CH2:34]2)=[O:31])=[CH:28][C:27]=1[O:38][CH3:39]. (4) Given the product [CH2:1]([O:3][C:4]([C:6]1[C:7]([N:29]2[CH2:34][CH2:33][O:32][CH2:31][CH2:30]2)=[C:8]2[CH:25]=[N:24][N:23]([CH:26]([CH3:28])[CH3:27])[C:9]2=[N:10][C:11]=1[C:12]1[CH:17]=[CH:16][CH:15]=[C:14]([O:18][CH2:19][CH:20]([OH:21])[CH2:22][NH2:36])[CH:13]=1)=[O:5])[CH3:2], predict the reactants needed to synthesize it. The reactants are: [CH2:1]([O:3][C:4]([C:6]1[C:7]([N:29]2[CH2:34][CH2:33][O:32][CH2:31][CH2:30]2)=[C:8]2[CH:25]=[N:24][N:23]([CH:26]([CH3:28])[CH3:27])[C:9]2=[N:10][C:11]=1[C:12]1[CH:17]=[CH:16][CH:15]=[C:14]([O:18][CH2:19][CH:20]2[CH2:22][O:21]2)[CH:13]=1)=[O:5])[CH3:2].C[NH2:36].